This data is from Forward reaction prediction with 1.9M reactions from USPTO patents (1976-2016). The task is: Predict the product of the given reaction. (1) Given the reactants [H-].[Na+].[Br:3][C:4]1[CH:5]=[C:6]2[CH2:12][CH2:11][NH:10][C:7]2=[N:8][CH:9]=1.[CH3:13]I.O, predict the reaction product. The product is: [Br:3][C:4]1[CH:5]=[C:6]2[CH2:12][CH2:11][N:10]([CH3:13])[C:7]2=[N:8][CH:9]=1. (2) Given the reactants [C:1]([Si:5]([O:8]/[C:9](/[C:12]1[CH:17]=[CH:16][CH:15]=[C:14]([Cl:18])[CH:13]=1)=[CH:10]\[CH3:11])([CH3:7])[CH3:6])([CH3:4])([CH3:3])[CH3:2].[Si](OS(C(F)(F)F)(=O)=O)([C:22](C)(C)[CH3:23])(C)C.CCN(CC)CC, predict the reaction product. The product is: [C:1]([Si:5]([O:8]/[C:9](/[C:12]1[CH:17]=[CH:16][CH:15]=[C:14]([Cl:18])[CH:13]=1)=[CH:10]\[CH2:11][CH2:22][CH3:23])([CH3:7])[CH3:6])([CH3:2])([CH3:3])[CH3:4]. (3) Given the reactants C([O:8][C:9]1[C:10]([C:27]([O:29][CH3:30])=[O:28])=[N:11][N:12]([C:18]2[CH:23]=[CH:22][CH:21]=[CH:20][C:19]=2[N+:24]([O-])=O)[C:13]=1[C:14](OC)=[O:15])C1C=CC=CC=1, predict the reaction product. The product is: [OH:8][C:9]1[C:10]([C:27]([O:29][CH3:30])=[O:28])=[N:11][N:12]2[C:18]3[C:19](=[CH:20][CH:21]=[CH:22][CH:23]=3)[NH:24][C:14](=[O:15])[C:13]=12.